This data is from Forward reaction prediction with 1.9M reactions from USPTO patents (1976-2016). The task is: Predict the product of the given reaction. (1) Given the reactants [CH3:1][C:2]1[S:3][CH:4]=[C:5]([C:7]2[CH:13]=[CH:12][C:10]([NH2:11])=[CH:9][CH:8]=2)[N:6]=1.[O:14]1[C:18]2[CH:19]=[CH:20][C:21]([C:23]3([C:26](O)=[O:27])[CH2:25][CH2:24]3)=[CH:22][C:17]=2[O:16][CH2:15]1.C(N(CC)CC)C.CN(C(ON1N=NC2C=CC=NC1=2)=[N+](C)C)C.F[P-](F)(F)(F)(F)F, predict the reaction product. The product is: [O:14]1[C:18]2[CH:19]=[CH:20][C:21]([C:23]3([C:26]([NH:11][C:10]4[CH:12]=[CH:13][C:7]([C:5]5[N:6]=[C:2]([CH3:1])[S:3][CH:4]=5)=[CH:8][CH:9]=4)=[O:27])[CH2:24][CH2:25]3)=[CH:22][C:17]=2[O:16][CH2:15]1. (2) Given the reactants OC(C(F)(F)F)=O.[F:8][C:9]1[C:14]([C:15]2[CH:20]=[CH:19][CH:18]=[C:17]([CH3:21])[CH:16]=2)=[C:13]([C@:22]([C@@H:30]2[CH2:35][CH2:34][CH2:33][NH:32][CH2:31]2)([OH:29])[CH2:23][CH2:24][CH2:25][CH2:26][O:27][CH3:28])[CH:12]=[CH:11][CH:10]=1.C(N(CC)CC)C.[N+](C1C=CC([O:50][C:51]([NH:53][C@H:54]2[CH2:59][CH2:58][CH2:57][N:56]([C:60]([O:62][C:63]([CH3:66])([CH3:65])[CH3:64])=[O:61])[CH2:55]2)=O)=CC=1)([O-])=O, predict the reaction product. The product is: [F:8][C:9]1[C:14]([C:15]2[CH:20]=[CH:19][CH:18]=[C:17]([CH3:21])[CH:16]=2)=[C:13]([C@:22]([C@@H:30]2[CH2:35][CH2:34][CH2:33][N:32]([C:51]([NH:53][C@H:54]3[CH2:59][CH2:58][CH2:57][N:56]([C:60]([O:62][C:63]([CH3:66])([CH3:65])[CH3:64])=[O:61])[CH2:55]3)=[O:50])[CH2:31]2)([OH:29])[CH2:23][CH2:24][CH2:25][CH2:26][O:27][CH3:28])[CH:12]=[CH:11][CH:10]=1. (3) Given the reactants C(N1CC[N:11]([C:14]([C:16]2([C:23]3[CH:28]=[CH:27][CH:26]=[CH:25][CH:24]=3)[CH2:21][CH2:20][N:19]([CH3:22])[CH2:18][CH2:17]2)=O)CC1)C1C=CC=CC=1.[H-].[H-].[H-].[H-].[Li+].[Al+3], predict the reaction product. The product is: [CH3:22][N:19]1[CH2:20][CH2:21][C:16]([C:23]2[CH:28]=[CH:27][CH:26]=[CH:25][CH:24]=2)([C:14]#[N:11])[CH2:17][CH2:18]1. (4) Given the reactants [Si:1]([O:8][C:9]1[CH:14]=[CH:13][C:12]([C:15]2[C:20]3=[N:21][S:22](=[O:26])(=[O:25])[CH2:23][CH2:24][N:19]3[CH:18]=[CH:17][CH:16]=2)=[CH:11][CH:10]=1)([C:4]([CH3:7])([CH3:6])[CH3:5])([CH3:3])[CH3:2], predict the reaction product. The product is: [Si:1]([O:8][C:9]1[CH:14]=[CH:13][C:12]([CH:15]2[C:20]3=[N:21][S:22](=[O:25])(=[O:26])[CH2:23][CH2:24][N:19]3[CH2:18][CH2:17][CH2:16]2)=[CH:11][CH:10]=1)([C:4]([CH3:7])([CH3:5])[CH3:6])([CH3:2])[CH3:3].